From a dataset of Full USPTO retrosynthesis dataset with 1.9M reactions from patents (1976-2016). Predict the reactants needed to synthesize the given product. Given the product [CH3:33][O:34][C:35](=[O:38])[CH2:36][N:19]([S:20]([C:23]1[CH:28]=[CH:27][CH:26]=[CH:25][CH:24]=1)(=[O:21])=[O:22])[C:15]1[CH:14]=[C:13]2[C:18](=[CH:17][CH:16]=1)[N:10]([CH2:9][C:8]1[CH:29]=[CH:30][C:5]([C:1]([CH3:4])([CH3:2])[CH3:3])=[CH:6][CH:7]=1)[CH:11]=[CH:12]2, predict the reactants needed to synthesize it. The reactants are: [C:1]([C:5]1[CH:30]=[CH:29][C:8]([CH2:9][N:10]2[C:18]3[C:13](=[CH:14][C:15]([NH:19][S:20]([C:23]4[CH:28]=[CH:27][CH:26]=[CH:25][CH:24]=4)(=[O:22])=[O:21])=[CH:16][CH:17]=3)[CH:12]=[CH:11]2)=[CH:7][CH:6]=1)([CH3:4])([CH3:3])[CH3:2].[H-].[Na+].[CH3:33][O:34][C:35](=[O:38])[CH2:36]Br.CCCCCC.